Dataset: Forward reaction prediction with 1.9M reactions from USPTO patents (1976-2016). Task: Predict the product of the given reaction. (1) Given the reactants C[O:2][C:3](=[O:28])[CH2:4][C:5]1[C:6]([CH3:27])=[N:7][N:8]([CH2:11][C:12]2[CH:17]=[CH:16][C:15]([CH:18]([OH:26])[CH2:19][C:20]3[CH:25]=[CH:24][CH:23]=[CH:22][CH:21]=3)=[CH:14][CH:13]=2)[C:9]=1[CH3:10].CC(OI1(OC(C)=O)(OC(C)=O)OC(=O)C2C=CC=CC1=2)=O.[OH-].[Na+].Cl, predict the reaction product. The product is: [CH3:27][C:6]1[C:5]([CH2:4][C:3]([OH:28])=[O:2])=[C:9]([CH3:10])[N:8]([CH2:11][C:12]2[CH:13]=[CH:14][C:15]([C:18](=[O:26])[CH2:19][C:20]3[CH:21]=[CH:22][CH:23]=[CH:24][CH:25]=3)=[CH:16][CH:17]=2)[N:7]=1. (2) Given the reactants [Br:1][C:2]1[CH:3]=[CH:4][C:5]2[NH:13][CH2:12][CH2:11][CH2:10][CH2:9][C:8]([C:14]([O:16][CH3:17])=[O:15])=[CH:7][C:6]=2[CH:18]=1.O, predict the reaction product. The product is: [Br:1][C:2]1[CH:3]=[CH:4][C:5]2[N:13]([CH2:5][CH:6]([CH3:18])[CH3:7])[CH2:12][CH2:11][CH2:10][CH2:9][C:8]([C:14]([O:16][CH3:17])=[O:15])=[CH:7][C:6]=2[CH:18]=1. (3) The product is: [CH2:1]([O:3][C:4](=[O:17])[CH2:5][CH:6]([N:9]1[CH:14]=[CH:13][C:12](=[O:15])[NH:11][C:10]1=[O:16])[CH2:7][O:8][C:18]([C:19]1[CH:24]=[CH:23][CH:22]=[CH:21][CH:20]=1)([C:31]1[CH:32]=[CH:33][CH:34]=[CH:35][CH:36]=1)[C:25]1[CH:26]=[CH:27][CH:28]=[CH:29][CH:30]=1)[CH3:2]. Given the reactants [CH2:1]([O:3][C:4](=[O:17])[CH2:5][CH:6]([N:9]1[CH:14]=[CH:13][C:12](=[O:15])[NH:11][C:10]1=[O:16])[CH2:7][OH:8])[CH3:2].[C:18](Cl)([C:31]1[CH:36]=[CH:35][CH:34]=[CH:33][CH:32]=1)([C:25]1[CH:30]=[CH:29][CH:28]=[CH:27][CH:26]=1)[C:19]1[CH:24]=[CH:23][CH:22]=[CH:21][CH:20]=1, predict the reaction product. (4) Given the reactants [CH:1]([C:6]1[C:14]2[C:9](=[CH:10][CH:11]=[CH:12][CH:13]=2)[CH2:8][CH:7]=1)=[CH:2][CH2:3][CH2:4][CH3:5].C([Li])CCC.[Cl:20][B:21](Cl)[N:22]([CH:26]([CH3:28])[CH3:27])[CH:23]([CH3:25])[CH3:24], predict the reaction product. The product is: [Cl:20][B:21]([N:22]([CH:26]([CH3:28])[CH3:27])[CH:23]([CH3:25])[CH3:24])[CH:8]1[C:9]2[C:14](=[CH:13][CH:12]=[CH:11][CH:10]=2)[C:6]([CH:1]=[CH:2][CH2:3][CH2:4][CH3:5])=[CH:7]1. (5) Given the reactants [CH2:1]([C:3]1[CH:4]=[C:5]([CH:8]=[C:9]([CH3:12])[C:10]=1[OH:11])[C:6]#[N:7])[CH3:2].C1C=CC(P(C2C=CC=CC=2)C2C=CC=CC=2)=CC=1.[CH2:32]1[O:34][C@@H:33]1[CH2:35]O.CCOC(/N=N/C(OCC)=O)=O.C1(C)C=CC=CC=1, predict the reaction product. The product is: [CH2:1]([C:3]1[CH:4]=[C:5]([CH:8]=[C:9]([CH3:12])[C:10]=1[O:11][CH2:35][C@@H:33]1[CH2:32][O:34]1)[C:6]#[N:7])[CH3:2].